This data is from CYP2C9 inhibition data for predicting drug metabolism from PubChem BioAssay. The task is: Regression/Classification. Given a drug SMILES string, predict its absorption, distribution, metabolism, or excretion properties. Task type varies by dataset: regression for continuous measurements (e.g., permeability, clearance, half-life) or binary classification for categorical outcomes (e.g., BBB penetration, CYP inhibition). Dataset: cyp2c9_veith. (1) The molecule is COc1cc(/C=C(/NC(=O)c2ccccc2Cl)C(=O)O)cc(OC)c1OC. The result is 0 (non-inhibitor). (2) The molecule is CO[C@@H]1COC(=O)[C@H]2CCCN2C(=O)[C@@H](C)COC(=O)C/C=C\[C@H]1C. The result is 0 (non-inhibitor). (3) The molecule is CCOCCCn1c(=N)c(C(=O)NCc2ccc3c(c2)OCO3)cc2c(=O)n3cccc(C)c3nc21. The result is 0 (non-inhibitor). (4) The molecule is O=C1CC(N2CC=C(c3ccc(F)cc3)CC2)C(=O)N1c1ccc(F)cc1. The result is 1 (inhibitor). (5) The drug is COCC(=O)N1CCC[C@@]2(CCN(Cc3ccccc3OC)C2)C1. The result is 0 (non-inhibitor). (6) The molecule is CC(=O)N1CCc2cc(S(=O)(=O)CCC(=O)Nc3c(C)n(C)n(-c4ccccc4)c3=O)ccc21. The result is 0 (non-inhibitor). (7) The molecule is O=C(O)CCC(=O)CCC(=O)c1ccccc1. The result is 0 (non-inhibitor). (8) The drug is c1ccc2c(c1)nnn2CN1CCOCC1. The result is 0 (non-inhibitor).